Dataset: Forward reaction prediction with 1.9M reactions from USPTO patents (1976-2016). Task: Predict the product of the given reaction. (1) Given the reactants Cl.C(OC([N:9]1[C:17]2[C:12](=[CH:13][C:14]([N:18]3[CH2:22][CH2:21][N:20]([C:23]4[CH:24]=[N:25][CH:26]=[CH:27][C:28]=4[CH3:29])[C:19]3=[O:30])=[CH:15][CH:16]=2)[CH:11]=[CH:10]1)=O)(C)(C)C.C([O-])(O)=O.[Na+], predict the reaction product. The product is: [NH:9]1[C:17]2[C:12](=[CH:13][C:14]([N:18]3[CH2:22][CH2:21][N:20]([C:23]4[CH:24]=[N:25][CH:26]=[CH:27][C:28]=4[CH3:29])[C:19]3=[O:30])=[CH:15][CH:16]=2)[CH:11]=[CH:10]1. (2) Given the reactants [NH2:1][C@H:2]([C:4]([N:6]1[CH2:13][CH2:12][CH2:11][C@H:7]1[C:8]([OH:10])=[O:9])=[O:5])[CH3:3].N1CCC[C@H]1C(O)=O.N[C@H](C(O)=O)CCC(=O)O.N[C@H](C(N1CCC[C@H]1C(O)=O)=O)CO.N[C@H](C(O)=O)C.N[C@H](C(O)=O)C[O:55][P:56]([OH:59])([OH:58])=[O:57].N[C@H:64](C(N1CCC[C@H]1C(O)=O)=O)[C@@H](C)O.P(OC[C@@H](C(O)=O)N)(O)(O)=O.P(O[C@H](C)[C@@H](C(O)=O)N)(O)(O)=O, predict the reaction product. The product is: [NH2:1][C@H:2]([C:4]([N:6]1[CH2:13][CH2:12][CH2:11][C@H:7]1[C:8]([OH:10])=[O:9])=[O:5])[C@@H:3]([CH3:64])[O:57][P:56]([OH:59])([OH:58])=[O:55]. (3) Given the reactants [F:1][C:2]1[CH:7]=[C:6]([O:8]C)[CH:5]=[CH:4][C:3]=1[CH:10]([C:15]#[C:16][CH3:17])[CH2:11][C:12]([OH:14])=[O:13].B(Br)(Br)Br, predict the reaction product. The product is: [F:1][C:2]1[CH:7]=[C:6]([OH:8])[CH:5]=[CH:4][C:3]=1[CH:10]([C:15]#[C:16][CH3:17])[CH2:11][C:12]([OH:14])=[O:13].